Dataset: Forward reaction prediction with 1.9M reactions from USPTO patents (1976-2016). Task: Predict the product of the given reaction. (1) Given the reactants [F:1][C:2]1[CH:3]=[C:4]([CH:31]=[CH:32][C:33]=1[NH:34][C:35]([C:37]1([C:40](=[O:48])[NH:41][C:42]2[CH:47]=[CH:46][CH:45]=[CH:44][CH:43]=2)[CH2:39][CH2:38]1)=[O:36])[O:5][C:6]1[CH:11]=[CH:10][N:9]=[C:8]([N:12](C(OC2C=CC=CC=2)=O)C(=O)OC2C=CC=CC=2)[CH:7]=1.[CH2:49]([N:51]1[CH2:56][CH2:55]C(NC)[CH2:53][CH2:52]1)[CH3:50].[CH3:59][N:60]([CH3:63])[CH:61]=[O:62], predict the reaction product. The product is: [CH2:49]([N:51]1[CH2:56][CH2:55][CH:59]([N:60]([CH3:63])[C:61]([NH:12][C:8]2[CH:7]=[C:6]([O:5][C:4]3[CH:31]=[CH:32][C:33]([NH:34][C:35]([C:37]4([C:40]([NH:41][C:42]5[CH:47]=[CH:46][CH:45]=[CH:44][CH:43]=5)=[O:48])[CH2:39][CH2:38]4)=[O:36])=[C:2]([F:1])[CH:3]=3)[CH:11]=[CH:10][N:9]=2)=[O:62])[CH2:53][CH2:52]1)[CH3:50]. (2) Given the reactants [NH2:1][CH2:2][CH2:3][CH2:4][S:5]([NH:8][C:9]1[CH:14]=[C:13]([C:15]([N:17]2[CH2:22][CH2:21][CH:20]([C:23]3[CH:28]=[CH:27][C:26]([C:29]#[N:30])=[CH:25][CH:24]=3)[CH2:19][CH2:18]2)=[O:16])[CH:12]=[CH:11][C:10]=1[CH3:31])(=[O:7])=[O:6].[C:32](OC(=O)C)(=[O:34])[CH3:33], predict the reaction product. The product is: [C:29]([C:26]1[CH:25]=[CH:24][C:23]([CH:20]2[CH2:21][CH2:22][N:17]([C:15]([C:13]3[CH:12]=[CH:11][C:10]([CH3:31])=[C:9]([NH:8][S:5]([CH2:4][CH2:3][CH2:2][NH:1][C:32](=[O:34])[CH3:33])(=[O:7])=[O:6])[CH:14]=3)=[O:16])[CH2:18][CH2:19]2)=[CH:28][CH:27]=1)#[N:30]. (3) Given the reactants [Br:1][C:2]1[C:3]([CH3:12])=[C:4]([CH:8]=[C:9]([Br:11])[CH:10]=1)[C:5]([OH:7])=O.C(OC([N:23]1[CH2:28][CH2:27][CH:26]([C:29]#[N:30])[CH2:25][CH2:24]1)=O)C1C=CC=CC=1, predict the reaction product. The product is: [Br:1][C:2]1[CH:10]=[C:9]([Br:11])[CH:8]=[C:4]2[C:3]=1[CH:12]=[C:29]([CH:26]1[CH2:27][CH2:28][NH:23][CH2:24][CH2:25]1)[NH:30][C:5]2=[O:7]. (4) Given the reactants [Cl-].O[NH3+:3].[C:4](=[O:7])([O-])[OH:5].[Na+].CS(C)=O.[CH2:13]([C:17]1[N:18]=[C:19]([CH3:51])[N:20]([CH2:39][C:40]2[C:48]3[O:47][C:46]([CH3:50])([CH3:49])[CH2:45][C:44]=3[CH:43]=[CH:42][CH:41]=2)[C:21](=[O:38])[C:22]=1[CH2:23][C:24]1[CH:29]=[CH:28][C:27]([C:30]2[C:31]([C:36]#[N:37])=[CH:32][CH:33]=[CH:34][CH:35]=2)=[CH:26][CH:25]=1)[CH2:14][CH2:15][CH3:16], predict the reaction product. The product is: [CH2:13]([C:17]1[N:18]=[C:19]([CH3:51])[N:20]([CH2:39][C:40]2[C:48]3[O:47][C:46]([CH3:50])([CH3:49])[CH2:45][C:44]=3[CH:43]=[CH:42][CH:41]=2)[C:21](=[O:38])[C:22]=1[CH2:23][C:24]1[CH:25]=[CH:26][C:27]([C:30]2[CH:35]=[CH:34][CH:33]=[CH:32][C:31]=2[C:36]2[NH:3][C:4](=[O:7])[O:5][N:37]=2)=[CH:28][CH:29]=1)[CH2:14][CH2:15][CH3:16].